From a dataset of Reaction yield outcomes from USPTO patents with 853,638 reactions. Predict the reaction yield, written as a fraction of the theoretical maximum amount of product (1.0 means a 100% yield; for example, 0.34 means a 34% yield). (1) The reactants are [F:1][C:2]1[CH:3]=[C:4]([NH2:28])[CH:5]=[CH:6][C:7]=1[O:8][C:9]1[CH:14]=[CH:13][N:12]=[C:11]2[CH:15]=[C:16]([C:18]#[C:19][CH2:20][N:21]3[CH2:26][CH2:25][N:24]([CH3:27])[CH2:23][CH2:22]3)[S:17][C:10]=12.[CH2:29]([N:36]1[CH:41]=[C:40]([Cl:42])[CH:39]=[C:38]([C:43](O)=[O:44])[C:37]1=[O:46])[C:30]1[CH:35]=[CH:34][CH:33]=[CH:32][CH:31]=1. No catalyst specified. The product is [CH2:29]([N:36]1[CH:41]=[C:40]([Cl:42])[CH:39]=[C:38]([C:43]([NH:28][C:4]2[CH:5]=[CH:6][C:7]([O:8][C:9]3[CH:14]=[CH:13][N:12]=[C:11]4[CH:15]=[C:16]([C:18]#[C:19][CH2:20][N:21]5[CH2:22][CH2:23][N:24]([CH3:27])[CH2:25][CH2:26]5)[S:17][C:10]=34)=[C:2]([F:1])[CH:3]=2)=[O:44])[C:37]1=[O:46])[C:30]1[CH:31]=[CH:32][CH:33]=[CH:34][CH:35]=1. The yield is 0.520. (2) The reactants are [CH2:1]([N:8]1[CH2:13][CH2:12][CH:11]([CH3:14])[CH:10]([NH:15][CH3:16])[CH2:9]1)[C:2]1[CH:7]=[CH:6][CH:5]=[CH:4][CH:3]=1.[ClH:17]. The catalyst is C1(C)C=CC=CC=1.C(O)C.O. The product is [ClH:17].[ClH:17].[CH2:1]([N:8]1[CH2:13][CH2:12][CH:11]([CH3:14])[CH:10]([NH:15][CH3:16])[CH2:9]1)[C:2]1[CH:3]=[CH:4][CH:5]=[CH:6][CH:7]=1. The yield is 0.620. (3) The reactants are [CH3:1][N:2]1[CH2:7][CH2:6][N:5]([C:8]2[CH:9]=[N:10][C:11]3[C:16]([N:17]=2)=[CH:15][C:14]([C:18]2[CH:19]=[CH:20][C:21]([NH2:24])=[N:22][CH:23]=2)=[CH:13][CH:12]=3)[CH2:4][CH2:3]1.S(Cl)(Cl)(=O)=O.[C:30](OC(=O)C)(=[O:32])[CH3:31]. The catalyst is N1C=CC=CC=1.O.C(=O)(O)[O-].[Na+]. The product is [CH3:1][N:2]1[CH2:3][CH2:4][N:5]([C:8]2[CH:9]=[N:10][C:11]3[C:16]([N:17]=2)=[CH:15][C:14]([C:18]2[CH:19]=[CH:20][C:21]([NH:24][C:30](=[O:32])[CH3:31])=[N:22][CH:23]=2)=[CH:13][CH:12]=3)[CH2:6][CH2:7]1. The yield is 0.580. (4) The reactants are [CH3:1][C:2]1[CH:7]=[CH:6][CH:5]=[CH:4][C:3]=1[N:8]1[C:12]2[CH:13]=[CH:14][CH:15]=[CH:16][C:11]=2[NH:10][S:9]1(=[O:18])=[O:17].C1(P(C2C=CC=CC=2)C2C=CC=CC=2)C=CC=CC=1.O[CH2:39][CH2:40][N:41]1[CH2:46][CH2:45][N:44]([C:47]([O:49][C:50]([CH3:53])([CH3:52])[CH3:51])=[O:48])[CH2:43][CH2:42]1.CC(OC(/N=N/C(OC(C)C)=O)=O)C. The catalyst is O1CCCC1. The product is [CH3:1][C:2]1[CH:7]=[CH:6][CH:5]=[CH:4][C:3]=1[N:8]1[C:12]2[CH:13]=[CH:14][CH:15]=[CH:16][C:11]=2[N:10]([CH2:39][CH2:40][N:41]2[CH2:46][CH2:45][N:44]([C:47]([O:49][C:50]([CH3:51])([CH3:53])[CH3:52])=[O:48])[CH2:43][CH2:42]2)[S:9]1(=[O:18])=[O:17]. The yield is 0.690. (5) The reactants are [CH3:16][C:11]1([CH3:17])[C:12]([CH3:15])([CH3:14])[O:13][B:9]([B:9]2[O:13][C:12]([CH3:15])([CH3:14])[C:11]([CH3:17])([CH3:16])[O:10]2)[O:10]1.[Cl:19][C:20]1[CH:25]=[CH:24][CH:23]=[C:22]([Cl:26])[C:21]=1[Br:27]. The yield is 0.680. The catalyst is CCCCCCC.C1CC=CCCC=C1.C1CC=CCCC=C1.[Cl-].[Cl-].[Ir].[Ir].CC(C1C=CC=C(C(C)C)C=1N=CC1C=CC=CN=1)C. The product is [Cl:19][C:20]1[CH:25]=[C:24]([B:9]2[O:10][C:11]([CH3:16])([CH3:17])[C:12]([CH3:14])([CH3:15])[O:13]2)[CH:23]=[C:22]([Cl:26])[C:21]=1[Br:27]. (6) The reactants are C[O:2][C:3]1[C:4]([CH3:38])=[C:5]([C:29]([O:36]C)=[C:30]([O:34][CH3:35])[C:31]=1[O:32][CH3:33])[CH2:6][C:7]1[CH:20]=[CH:19][C:10]([C:11]([N:13]2[CH2:18][CH2:17][CH2:16][CH2:15][CH2:14]2)=[O:12])=[C:9]([O:21][CH2:22][C:23]2[CH:28]=[CH:27][CH:26]=[CH:25][CH:24]=2)[CH:8]=1.O=[N+]([O-])[O-].[O-][N+](=O)[O-].[O-][N+](=O)[O-].[O-][N+](=O)[O-].[O-][N+](=O)[O-].[O-][N+](=O)[O-].[Ce+4].[NH4+].[NH4+]. The catalyst is C(#N)C.O. The product is [CH3:33][O:32][C:31]1[C:3](=[O:2])[C:4]([CH3:38])=[C:5]([CH2:6][C:7]2[CH:20]=[CH:19][C:10]([C:11]([N:13]3[CH2:14][CH2:15][CH2:16][CH2:17][CH2:18]3)=[O:12])=[C:9]([O:21][CH2:22][C:23]3[CH:24]=[CH:25][CH:26]=[CH:27][CH:28]=3)[CH:8]=2)[C:29](=[O:36])[C:30]=1[O:34][CH3:35]. The yield is 0.700.